Dataset: Forward reaction prediction with 1.9M reactions from USPTO patents (1976-2016). Task: Predict the product of the given reaction. (1) Given the reactants [CH2:1]([O:8][C:9]1[CH:10]=[C:11]2[C:16](=[CH:17][C:18]=1[O:19][CH3:20])[N:15]=[CH:14][C:13]([C:21]([NH2:23])=[O:22])=[C:12]2Cl)[C:2]1[CH:7]=[CH:6][CH:5]=[CH:4][CH:3]=1.[NH2:25][C:26]1[C:27]([CH3:34])=[C:28]([CH:31]=[CH:32][CH:33]=1)[CH2:29][OH:30].C(O)(=O)C.[OH-].[Na+], predict the reaction product. The product is: [CH2:1]([O:8][C:9]1[CH:10]=[C:11]2[C:16](=[CH:17][C:18]=1[O:19][CH3:20])[N:15]=[CH:14][C:13]([C:21]([NH2:23])=[O:22])=[C:12]2[NH:25][C:26]1[CH:33]=[CH:32][CH:31]=[C:28]([CH2:29][OH:30])[C:27]=1[CH3:34])[C:2]1[CH:7]=[CH:6][CH:5]=[CH:4][CH:3]=1. (2) Given the reactants O[C:2]1[CH:7]=[C:6]([OH:8])[CH:5]=[CH:4][C:3]=1[C:9](=[N:11][OH:12])[CH3:10].C(OC(=O)C)(=O)C.C([O-])(=O)C.[Na+], predict the reaction product. The product is: [CH3:10][C:9]1[C:3]2[CH:4]=[CH:5][C:6]([OH:8])=[CH:7][C:2]=2[O:12][N:11]=1. (3) Given the reactants [CH:1]1([CH2:4][N:5]2[C:10](=[O:11])[CH2:9][O:8][C:7]3[N:12]=[C:13]([C:22]4[CH:36]=[CH:35][C:25]([CH2:26][NH:27]C(=O)OC(C)(C)C)=[CH:24][CH:23]=4)[C:14]([C:16]4[CH:21]=[CH:20][CH:19]=[CH:18][CH:17]=4)=[CH:15][C:6]2=3)[CH2:3][CH2:2]1, predict the reaction product. The product is: [NH2:27][CH2:26][C:25]1[CH:35]=[CH:36][C:22]([C:13]2[C:14]([C:16]3[CH:17]=[CH:18][CH:19]=[CH:20][CH:21]=3)=[CH:15][C:6]3[N:5]([CH2:4][CH:1]4[CH2:2][CH2:3]4)[C:10](=[O:11])[CH2:9][O:8][C:7]=3[N:12]=2)=[CH:23][CH:24]=1. (4) Given the reactants C[O:2][C:3]([C:5]1[C:6]([C:14]2[CH:19]=[CH:18][CH:17]=[CH:16][C:15]=2[N+:20]([O-:22])=[O:21])=[CH:7][CH:8]=[C:9]([C:11](=[S:13])[NH2:12])[CH:10]=1)=[O:4].[F:23][C:24]([F:40])([F:39])[C:25]1[CH:26]=[C:27]([C:35](=O)[CH2:36]Br)[CH:28]=[C:29]([C:31]([F:34])([F:33])[F:32])[CH:30]=1, predict the reaction product. The product is: [F:23][C:24]([F:39])([F:40])[C:25]1[CH:26]=[C:27]([C:35]2[N:12]=[C:11]([C:9]3[CH:10]=[C:5]([C:3]([OH:2])=[O:4])[C:6]([C:14]4[CH:19]=[CH:18][CH:17]=[CH:16][C:15]=4[N+:20]([O-:22])=[O:21])=[CH:7][CH:8]=3)[S:13][CH:36]=2)[CH:28]=[C:29]([C:31]([F:32])([F:33])[F:34])[CH:30]=1. (5) Given the reactants [C:1]([O:5][C:6](=[O:33])[CH2:7][O:8][C:9]1[CH:18]=[CH:17][C:16]([Cl:19])=[C:15]2[C:10]=1[C:11]([CH3:32])=[C:12]([CH2:24][C:25]1[CH:30]=[CH:29][C:28](Br)=[CH:27][CH:26]=1)[C:13]([O:20][CH:21]([F:23])[F:22])=[N:14]2)([CH3:4])([CH3:3])[CH3:2].[CH:34]([N:37]1[CH:41]=[CH:40][C:39](B2OC(C)(C)C(C)(C)O2)=[N:38]1)([CH3:36])[CH3:35], predict the reaction product. The product is: [C:1]([O:5][C:6](=[O:33])[CH2:7][O:8][C:9]1[CH:18]=[CH:17][C:16]([Cl:19])=[C:15]2[C:10]=1[C:11]([CH3:32])=[C:12]([CH2:24][C:25]1[CH:30]=[CH:29][C:28]([C:39]3[CH:40]=[CH:41][N:37]([CH:34]([CH3:36])[CH3:35])[N:38]=3)=[CH:27][CH:26]=1)[C:13]([O:20][CH:21]([F:23])[F:22])=[N:14]2)([CH3:4])([CH3:3])[CH3:2]. (6) Given the reactants [Cr](Cl)([O-])(=O)=O.[NH+]1C=CC=CC=1.[CH3:12][C:13]1([CH3:27])[CH2:18][CH2:17][CH2:16][CH:15]([CH:19]([O:21][C:22]([CH3:26])([CH3:25])[CH2:23][OH:24])[CH3:20])[CH2:14]1, predict the reaction product. The product is: [CH3:27][C:13]1([CH3:12])[CH2:18][CH2:17][CH2:16][CH:15]([CH:19]([O:21][C:22]([CH3:26])([CH3:25])[CH:23]=[O:24])[CH3:20])[CH2:14]1. (7) The product is: [CH3:13][O:12][CH2:11][CH2:10][C@H:9]([C:6]1[CH:5]=[CH:4][C:3]([C:1]#[C:2][C:22]2[CH:47]=[CH:46][C:25]([C:26]([N:28]([CH3:45])[C@:29]([CH3:44])([C:34]([NH:36][O:37][CH:38]3[CH2:43][CH2:42][CH2:41][CH2:40][O:39]3)=[O:35])[C:30]([NH:32][CH3:33])=[O:31])=[O:27])=[CH:24][CH:23]=2)=[CH:8][CH:7]=1)[O:14][CH:15]1[CH2:20][CH2:19][CH2:18][CH2:17][O:16]1. Given the reactants [C:1]([C:3]1[CH:8]=[CH:7][C:6]([C@H:9]([O:14][CH:15]2[CH2:20][CH2:19][CH2:18][CH2:17][O:16]2)[CH2:10][CH2:11][O:12][CH3:13])=[CH:5][CH:4]=1)#[CH:2].I[C:22]1[CH:47]=[CH:46][C:25]([C:26]([N:28]([CH3:45])[C@:29]([CH3:44])([C:34]([NH:36][O:37][CH:38]2[CH2:43][CH2:42][CH2:41][CH2:40][O:39]2)=[O:35])[C:30]([NH:32][CH3:33])=[O:31])=[O:27])=[CH:24][CH:23]=1.[Cl-].[NH4+].Cl, predict the reaction product. (8) Given the reactants [OH:1][CH:2]1[CH2:7][CH2:6][NH:5][CH2:4][CH2:3]1.[OH-].[Na+].Cl[C:11]1[N:16]=[C:15]([NH:17][C:18]2[CH:23]=[CH:22][C:21]([O:24][CH3:25])=[C:20]([Cl:26])[CH:19]=2)[N:14]=[C:13]([NH:27][CH:28]2[CH2:34][CH2:33][CH2:32][CH2:31][CH2:30][CH2:29]2)[N:12]=1, predict the reaction product. The product is: [Cl:26][C:20]1[CH:19]=[C:18]([NH:17][C:15]2[N:14]=[C:13]([NH:27][CH:28]3[CH2:29][CH2:30][CH2:31][CH2:32][CH2:33][CH2:34]3)[N:12]=[C:11]([N:5]3[CH2:6][CH2:7][CH:2]([OH:1])[CH2:3][CH2:4]3)[N:16]=2)[CH:23]=[CH:22][C:21]=1[O:24][CH3:25]. (9) Given the reactants [F:1][C:2]1[CH:3]=[C:4]([C:9]2[S:13][N:12]=[C:11]([NH2:14])[N:10]=2)[CH:5]=[CH:6][C:7]=1[F:8].C[O:16][C:17](=O)[C:18]1[CH:23]=[CH:22][C:21]([NH:24][C:25]2[CH:30]=[CH:29][N:28]=[CH:27][N:26]=2)=[CH:20][CH:19]=1, predict the reaction product. The product is: [F:1][C:2]1[CH:3]=[C:4]([C:9]2[S:13][N:12]=[C:11]([NH:14][C:17](=[O:16])[C:18]3[CH:19]=[CH:20][C:21]([NH:24][C:25]4[CH:30]=[CH:29][N:28]=[CH:27][N:26]=4)=[CH:22][CH:23]=3)[N:10]=2)[CH:5]=[CH:6][C:7]=1[F:8].